From a dataset of Reaction yield outcomes from USPTO patents with 853,638 reactions. Predict the reaction yield, written as a fraction of the theoretical maximum amount of product (1.0 means a 100% yield; for example, 0.34 means a 34% yield). The reactants are [CH3:1][C:2]([CH3:19])([CH3:18])[C:3]#[C:4][C:5]1[C:10]([F:11])=[CH:9][CH:8]=[CH:7][C:6]=1[NH:12]C(=O)CCC.CC([O-])(C)C.[K+].O. The catalyst is CN(C=O)C. The product is [C:2]([C:3]1[NH:12][C:6]2[C:5]([CH:4]=1)=[C:10]([F:11])[CH:9]=[CH:8][CH:7]=2)([CH3:19])([CH3:18])[CH3:1]. The yield is 0.970.